From a dataset of Cav3 T-type calcium channel HTS with 100,875 compounds. Binary Classification. Given a drug SMILES string, predict its activity (active/inactive) in a high-throughput screening assay against a specified biological target. (1) The drug is O1C(C2(CCCC(=C2C1=O)C)C)c1ccoc1. The result is 0 (inactive). (2) The molecule is O(Cc1ccc(cc1)C(OCC)=O)C(=O)c1nonc1N. The result is 0 (inactive). (3) The molecule is o1nc(c(c1C)C=1OC(=O)C(/N1)=C/c1cc(OC)ccc1)c1ccccc1. The result is 0 (inactive). (4) The drug is FC(F)(F)c1nc(n2nc(cc2)C(OC)=O)nc(c1)c1occc1. The result is 0 (inactive). (5) The compound is S(CC(=O)NCCCN1CCN(CC1)c1ccc(F)cc1)c1c2c(n(CC)c(=O)c1)cccc2. The result is 0 (inactive).